Dataset: Forward reaction prediction with 1.9M reactions from USPTO patents (1976-2016). Task: Predict the product of the given reaction. Given the reactants [Cl:1][C:2]1[C:7]([C:8](O)=[O:9])=[C:6]([Cl:11])[N:5]=[CH:4][N:3]=1.S(Cl)([Cl:14])=O, predict the reaction product. The product is: [Cl:1][C:2]1[C:7]([C:8]([Cl:14])=[O:9])=[C:6]([Cl:11])[N:5]=[CH:4][N:3]=1.